Dataset: Peptide-MHC class I binding affinity with 185,985 pairs from IEDB/IMGT. Task: Regression. Given a peptide amino acid sequence and an MHC pseudo amino acid sequence, predict their binding affinity value. This is MHC class I binding data. (1) The peptide sequence is KNNFWFWEY. The MHC is HLA-A02:01 with pseudo-sequence HLA-A02:01. The binding affinity (normalized) is 0.0847. (2) The peptide sequence is KLNVGDYFV. The MHC is HLA-A02:03 with pseudo-sequence HLA-A02:03. The binding affinity (normalized) is 0.826. (3) The peptide sequence is ETRTETWMSS. The MHC is HLA-A26:01 with pseudo-sequence HLA-A26:01. The binding affinity (normalized) is 0.395.